This data is from NCI-60 drug combinations with 297,098 pairs across 59 cell lines. The task is: Regression. Given two drug SMILES strings and cell line genomic features, predict the synergy score measuring deviation from expected non-interaction effect. (1) Drug 1: CC1CCC2CC(C(=CC=CC=CC(CC(C(=O)C(C(C(=CC(C(=O)CC(OC(=O)C3CCCCN3C(=O)C(=O)C1(O2)O)C(C)CC4CCC(C(C4)OC)OCCO)C)C)O)OC)C)C)C)OC. Drug 2: CNC(=O)C1=NC=CC(=C1)OC2=CC=C(C=C2)NC(=O)NC3=CC(=C(C=C3)Cl)C(F)(F)F. Cell line: SN12C. Synergy scores: CSS=1.61, Synergy_ZIP=-3.54, Synergy_Bliss=-3.53, Synergy_Loewe=-28.2, Synergy_HSA=-6.83. (2) Synergy scores: CSS=0.826, Synergy_ZIP=3.08, Synergy_Bliss=6.24, Synergy_Loewe=-3.45, Synergy_HSA=-0.816. Drug 1: C1=CC=C(C(=C1)C(C2=CC=C(C=C2)Cl)C(Cl)Cl)Cl. Drug 2: C1C(C(OC1N2C=NC(=NC2=O)N)CO)O. Cell line: SF-295. (3) Drug 1: CCC1=CC2CC(C3=C(CN(C2)C1)C4=CC=CC=C4N3)(C5=C(C=C6C(=C5)C78CCN9C7C(C=CC9)(C(C(C8N6C)(C(=O)OC)O)OC(=O)C)CC)OC)C(=O)OC.C(C(C(=O)O)O)(C(=O)O)O. Drug 2: CS(=O)(=O)CCNCC1=CC=C(O1)C2=CC3=C(C=C2)N=CN=C3NC4=CC(=C(C=C4)OCC5=CC(=CC=C5)F)Cl. Cell line: M14. Synergy scores: CSS=28.7, Synergy_ZIP=6.29, Synergy_Bliss=9.01, Synergy_Loewe=-26.5, Synergy_HSA=6.47. (4) Drug 1: C1=CN(C(=O)N=C1N)C2C(C(C(O2)CO)O)O.Cl. Drug 2: C(CC(=O)O)C(=O)CN.Cl. Cell line: SNB-75. Synergy scores: CSS=2.21, Synergy_ZIP=-2.29, Synergy_Bliss=-2.43, Synergy_Loewe=-1.05, Synergy_HSA=-1.05. (5) Drug 1: C1=CC(=C2C(=C1NCCNCCO)C(=O)C3=C(C=CC(=C3C2=O)O)O)NCCNCCO. Drug 2: C1=NC2=C(N1)C(=S)N=CN2. Cell line: SF-295. Synergy scores: CSS=64.2, Synergy_ZIP=-4.02, Synergy_Bliss=-5.55, Synergy_Loewe=-17.0, Synergy_HSA=-1.55. (6) Cell line: SNB-75. Drug 2: CCCS(=O)(=O)NC1=C(C(=C(C=C1)F)C(=O)C2=CNC3=C2C=C(C=N3)C4=CC=C(C=C4)Cl)F. Synergy scores: CSS=4.34, Synergy_ZIP=-1.42, Synergy_Bliss=-2.20, Synergy_Loewe=-2.21, Synergy_HSA=-3.62. Drug 1: C1CC(=O)NC(=O)C1N2CC3=C(C2=O)C=CC=C3N. (7) Drug 1: CC1=CC=C(C=C1)C2=CC(=NN2C3=CC=C(C=C3)S(=O)(=O)N)C(F)(F)F. Drug 2: CC12CCC3C(C1CCC2OP(=O)(O)O)CCC4=C3C=CC(=C4)OC(=O)N(CCCl)CCCl.[Na+]. Cell line: HT29. Synergy scores: CSS=2.48, Synergy_ZIP=-1.15, Synergy_Bliss=-2.01, Synergy_Loewe=-2.29, Synergy_HSA=-2.27.